This data is from NCI-60 drug combinations with 297,098 pairs across 59 cell lines. The task is: Regression. Given two drug SMILES strings and cell line genomic features, predict the synergy score measuring deviation from expected non-interaction effect. (1) Drug 1: CC1=C2C(C(=O)C3(C(CC4C(C3C(C(C2(C)C)(CC1OC(=O)C(C(C5=CC=CC=C5)NC(=O)OC(C)(C)C)O)O)OC(=O)C6=CC=CC=C6)(CO4)OC(=O)C)OC)C)OC. Drug 2: CCC1=C2CN3C(=CC4=C(C3=O)COC(=O)C4(CC)O)C2=NC5=C1C=C(C=C5)O. Cell line: A549. Synergy scores: CSS=50.6, Synergy_ZIP=0.0000672, Synergy_Bliss=-0.265, Synergy_Loewe=-1.80, Synergy_HSA=4.62. (2) Drug 1: CCCCC(=O)OCC(=O)C1(CC(C2=C(C1)C(=C3C(=C2O)C(=O)C4=C(C3=O)C=CC=C4OC)O)OC5CC(C(C(O5)C)O)NC(=O)C(F)(F)F)O. Drug 2: CS(=O)(=O)OCCCCOS(=O)(=O)C. Cell line: SNB-19. Synergy scores: CSS=63.6, Synergy_ZIP=-1.70, Synergy_Bliss=-4.66, Synergy_Loewe=-22.3, Synergy_HSA=-3.82.